Dataset: Reaction yield outcomes from USPTO patents with 853,638 reactions. Task: Predict the reaction yield, written as a fraction of the theoretical maximum amount of product (1.0 means a 100% yield; for example, 0.34 means a 34% yield). The reactants are [CH2:1]([O:3][C:4]1[CH:9]=[CH:8][C:7]([S:10](Cl)(=[O:12])=[O:11])=[CH:6][C:5]=1[C:14]1[NH:19][C:18](=[O:20])[C:17]2=[C:21]([CH3:27])[N:22]=[C:23]([CH2:24][CH2:25][CH3:26])[N:16]2[N:15]=1)[CH3:2].[CH2:28]([N:30]1[CH2:35][CH2:34][NH:33][CH2:32][CH2:31]1)[CH3:29]. The catalyst is ClCCl. The product is [CH2:1]([O:3][C:4]1[CH:9]=[CH:8][C:7]([S:10]([N:33]2[CH2:34][CH2:35][N:30]([CH2:28][CH3:29])[CH2:31][CH2:32]2)(=[O:12])=[O:11])=[CH:6][C:5]=1[C:14]1[NH:19][C:18](=[O:20])[C:17]2=[C:21]([CH3:27])[N:22]=[C:23]([CH2:24][CH2:25][CH3:26])[N:16]2[N:15]=1)[CH3:2]. The yield is 0.660.